Dataset: Reaction yield outcomes from USPTO patents with 853,638 reactions. Task: Predict the reaction yield, written as a fraction of the theoretical maximum amount of product (1.0 means a 100% yield; for example, 0.34 means a 34% yield). (1) The reactants are [CH3:1][C:2]1[CH:7]=[CH:6][C:5]([NH:8][C:9]([O:11][CH2:12][C:13]2[CH:18]=[CH:17][CH:16]=[CH:15][CH:14]=2)=[O:10])=[CH:4][C:3]=1[CH:19]1[CH2:24][CH2:23][N:22](C(OC(C)(C)C)=O)[CH2:21][CH2:20]1.Cl. The catalyst is C(Cl)Cl. The product is [CH3:1][C:2]1[CH:7]=[CH:6][C:5]([NH:8][C:9]([O:11][CH2:12][C:13]2[CH:18]=[CH:17][CH:16]=[CH:15][CH:14]=2)=[O:10])=[CH:4][C:3]=1[CH:19]1[CH2:20][CH2:21][NH:22][CH2:23][CH2:24]1. The yield is 0.980. (2) The reactants are FC(F)(F)[C:3]([OH:5])=[O:4].[CH3:8][O:9][C:10]1[CH:11]=[C:12]([C:16]2[CH:21]=[CH:20][CH:19]=[C:18]([C:22]3([C:32]4[CH:37]=[CH:36][C:35]([O:38][CH3:39])=[CH:34][CH:33]=4)[C:30]4[C:25](=[CH:26][CH:27]=[CH:28][CH:29]=4)[C:24]([NH2:31])=[N:23]3)[CH:17]=2)[CH:13]=[CH:14][CH:15]=1.N1[CH:45]=[CH:44][CH:43]=CC=1.[F:46][C:47]([F:60])([F:59])[S:48]([O:51]S(C(F)(F)F)(=O)=O)(=[O:50])=[O:49].Cl[CH2:62]Cl. No catalyst specified. The product is [C:44]([O:5][C:3]([NH:31][C:24]1[C:25]2[C:30](=[CH:29][CH:28]=[CH:27][CH:26]=2)[C:22]([C:18]2[CH:19]=[CH:20][C:21]([O:51][S:48]([C:47]([F:60])([F:59])[F:46])(=[O:49])=[O:50])=[C:16]([C:12]3[CH:13]=[CH:14][CH:15]=[C:10]([O:9][CH3:8])[CH:11]=3)[CH:17]=2)([C:32]2[CH:33]=[CH:34][C:35]([O:38][CH3:39])=[CH:36][CH:37]=2)[N:23]=1)=[O:4])([CH3:43])([CH3:45])[CH3:62]. The yield is 0.930. (3) The reactants are [O:1]1[C:9]2[C:4](=[N:5][CH:6]=[CH:7][CH:8]=2)[CH:3]=[CH:2]1.C1C=C(Cl)C=C(C(OO)=[O:18])C=1. The catalyst is C(Cl)(Cl)Cl. The product is [O:1]1[C:9]2[C:4](=[N+:5]([O-:18])[CH:6]=[CH:7][CH:8]=2)[CH:3]=[CH:2]1. The yield is 0.880. (4) The reactants are [OH:1][CH2:2][C:3]1[CH:26]=[CH:25][C:6]([O:7][CH2:8][C:9]2[N:10]=[C:11]([C:15]3[CH:16]=[C:17]([CH:22]=[CH:23][CH:24]=3)[C:18]([O:20][CH3:21])=[O:19])[O:12][C:13]=2[CH3:14])=[CH:5][CH:4]=1.O[C:28]1[C:32]([CH:33]=[O:34])=[CH:31][N:30]([C:35]2[CH:40]=[CH:39][CH:38]=[CH:37][CH:36]=2)[N:29]=1.C(P(CCCC)CCCC)CCC.N(C(N1CCCCC1)=O)=NC(N1CCCCC1)=O. The catalyst is O1CCCC1. The product is [CH:33]([C:32]1[C:28]([O:1][CH2:2][C:3]2[CH:4]=[CH:5][C:6]([O:7][CH2:8][C:9]3[N:10]=[C:11]([C:15]4[CH:16]=[C:17]([CH:22]=[CH:23][CH:24]=4)[C:18]([O:20][CH3:21])=[O:19])[O:12][C:13]=3[CH3:14])=[CH:25][CH:26]=2)=[N:29][N:30]([C:35]2[CH:36]=[CH:37][CH:38]=[CH:39][CH:40]=2)[CH:31]=1)=[O:34]. The yield is 0.470.